Regression/Classification. Given a drug SMILES string, predict its toxicity properties. Task type varies by dataset: regression for continuous values (e.g., LD50, hERG inhibition percentage) or binary classification for toxic/non-toxic outcomes (e.g., AMES mutagenicity, cardiotoxicity, hepatotoxicity). Dataset: ld50_zhu. From a dataset of Acute oral toxicity (LD50) regression data from Zhu et al.. (1) The compound is OCCN1CCN(CCO)CC1. The rat oral LD50 is 1.67, given as -log10 of the dose in mol/kg body weight (higher means more acutely toxic). (2) The compound is COc1ccc2c(c1)c(CC(=O)OCC(C(=O)O)c1ccccc1)c(C)n2C(=O)c1ccc(Cl)cc1. The rat oral LD50 is 3.56, given as -log10 of the dose in mol/kg body weight (higher means more acutely toxic). (3) The molecule is Cc1ccc(S(=O)(=O)OCCCl)cc1. The rat oral LD50 is 2.67, given as -log10 of the dose in mol/kg body weight (higher means more acutely toxic).